This data is from Catalyst prediction with 721,799 reactions and 888 catalyst types from USPTO. The task is: Predict which catalyst facilitates the given reaction. (1) Reactant: B(Br)(Br)Br.[Cl:5][C:6]1[CH:11]=[CH:10][C:9]([CH:12]2[C:19]3[C:18]([CH2:20][O:21]C)=[N:17][N:16]([CH:23]4[CH2:25][CH2:24]4)[C:15]=3[C:14](=[O:26])[N:13]2[C:27]2[CH:28]=[C:29]([CH3:37])[C:30]3[N:31]([C:33]([CH3:36])=[N:34][N:35]=3)[CH:32]=2)=[CH:8][CH:7]=1. Product: [Cl:5][C:6]1[CH:7]=[CH:8][C:9]([CH:12]2[C:19]3[C:18]([CH2:20][OH:21])=[N:17][N:16]([CH:23]4[CH2:24][CH2:25]4)[C:15]=3[C:14](=[O:26])[N:13]2[C:27]2[CH:28]=[C:29]([CH3:37])[C:30]3[N:31]([C:33]([CH3:36])=[N:34][N:35]=3)[CH:32]=2)=[CH:10][CH:11]=1. The catalyst class is: 2. (2) Reactant: [Br:1][C:2]1[S:6][C:5]([C:7]([O:9]CC)=[O:8])=[CH:4][C:3]=1[C:12]1[CH:17]=[CH:16][CH:15]=[C:14]([Cl:18])[CH:13]=1.[OH-].[Li+].O.Cl. Product: [Br:1][C:2]1[S:6][C:5]([C:7]([OH:9])=[O:8])=[CH:4][C:3]=1[C:12]1[CH:17]=[CH:16][CH:15]=[C:14]([Cl:18])[CH:13]=1. The catalyst class is: 7. (3) Reactant: [CH:1]1([C:4]2[C:5]([O:24][CH2:25][C:26]([F:29])([F:28])[F:27])=[CH:6][C:7]([C:10]([NH:12][C:13]([CH3:23])([C:18]3[N:19]=[N:20][NH:21][N:22]=3)[CH2:14][CH:15]3[CH2:17][CH2:16]3)=[O:11])=[N:8][CH:9]=2)[CH2:3][CH2:2]1.[C:30](=O)([O-])[O-].[K+].[K+].IC. Product: [CH:1]1([C:4]2[C:5]([O:24][CH2:25][C:26]([F:27])([F:28])[F:29])=[CH:6][C:7]([C:10]([NH:12][C:13]([CH3:23])([C:18]3[N:22]=[N:21][N:20]([CH3:30])[N:19]=3)[CH2:14][CH:15]3[CH2:17][CH2:16]3)=[O:11])=[N:8][CH:9]=2)[CH2:2][CH2:3]1. The catalyst class is: 39. (4) Reactant: [CH3:1][N:2]1[C:7](=[O:8])[CH:6]=[C:5]([N:9]2[CH2:14][CH2:13][O:12][CH2:11][CH2:10]2)[N:4]=[C:3]1[CH2:15][C:16]([O-:18])=O.[Na+].[F:20][C:21]1[CH:27]=[CH:26][C:24]([NH2:25])=[CH:23][C:22]=1[O:28][CH3:29].Cl.CN(C)CCCN=C=NCC.C(Cl)Cl.CO. Product: [F:20][C:21]1[CH:27]=[CH:26][C:24]([NH:25][C:16](=[O:18])[CH2:15][C:3]2[N:2]([CH3:1])[C:7](=[O:8])[CH:6]=[C:5]([N:9]3[CH2:10][CH2:11][O:12][CH2:13][CH2:14]3)[N:4]=2)=[CH:23][C:22]=1[O:28][CH3:29]. The catalyst class is: 672.